From a dataset of Full USPTO retrosynthesis dataset with 1.9M reactions from patents (1976-2016). Predict the reactants needed to synthesize the given product. (1) Given the product [C:1]([NH:6][CH2:7][C:13]([OH:15])=[O:14])(=[O:5])[C:2]([CH3:4])=[CH2:3], predict the reactants needed to synthesize it. The reactants are: [C:1]([NH:6][C@H:7]([C:13]([OH:15])=[O:14])CCC(O)=O)(=[O:5])[C:2]([CH3:4])=[CH2:3].NCC(O)=O.[OH-].[Na+].C(Cl)(=O)C(C)=C. (2) Given the product [S:29]([OH:32])([C:26]1[CH:27]=[CH:28][C:23]([CH3:33])=[CH:24][CH:25]=1)(=[O:31])=[O:30], predict the reactants needed to synthesize it. The reactants are: C(=O)([O-])[O-].[Cs+].[Cs+].C(Br)C1C=CC=CC=1.C(O)(C(F)(F)F)=O.O.[C:23]1([CH3:33])[CH:28]=[CH:27][C:26]([S:29]([OH:32])(=[O:31])=[O:30])=[CH:25][CH:24]=1. (3) Given the product [NH2:7][CH2:8][C@@H:9]([NH:17][C:18]([C:20]1[C:32]2[CH2:31][CH2:30][C:29]3[CH:28]=[N:27][CH:26]=[CH:25][C:24]=3[C:23]=2[N:22]([CH2:33][C:34]([F:37])([F:36])[F:35])[CH:21]=1)=[O:19])[CH2:10][C:11]1[CH:16]=[CH:15][CH:14]=[CH:13][CH:12]=1, predict the reactants needed to synthesize it. The reactants are: C(OC(=O)[NH:7][CH2:8][C@@H:9]([NH:17][C:18]([C:20]1[C:32]2[CH2:31][CH2:30][C:29]3[CH:28]=[N:27][CH:26]=[CH:25][C:24]=3[C:23]=2[N:22]([CH2:33][C:34]([F:37])([F:36])[F:35])[CH:21]=1)=[O:19])[CH2:10][C:11]1[CH:16]=[CH:15][CH:14]=[CH:13][CH:12]=1)(C)(C)C.Cl.C(OCC)C. (4) Given the product [OH:11][C:6]1[CH:7]=[N:8][CH:9]=[CH:10][C:5]=1[C:4]([N:13]1[CH2:17][CH2:16][CH2:15][CH2:14]1)=[O:12], predict the reactants needed to synthesize it. The reactants are: C(O[C:4](=[O:12])[C:5]1[CH:10]=[CH:9][N:8]=[CH:7][C:6]=1[OH:11])C.[NH:13]1[CH2:17][CH2:16][CH2:15][CH2:14]1. (5) Given the product [O:1]=[C:2]1[N:13]([C@H:14]2[CH2:19][CH2:18][CH2:17][CH2:16][C@H:15]2[C:20]#[N:22])[C:5]2=[C:6]3[CH:12]=[CH:11][NH:10][C:7]3=[N:8][CH:9]=[C:4]2[NH:3]1, predict the reactants needed to synthesize it. The reactants are: [O:1]=[C:2]1[N:13]([C@H:14]2[CH2:19][CH2:18][CH2:17][CH2:16][C@H:15]2[C:20]([NH2:22])=O)[C:5]2=[C:6]3[CH:12]=[CH:11][NH:10][C:7]3=[N:8][CH:9]=[C:4]2[NH:3]1.ClC1N=C(Cl)N=C(Cl)N=1.